This data is from NCI-60 drug combinations with 297,098 pairs across 59 cell lines. The task is: Regression. Given two drug SMILES strings and cell line genomic features, predict the synergy score measuring deviation from expected non-interaction effect. (1) Drug 1: C1CC(C1)(C(=O)O)C(=O)O.[NH2-].[NH2-].[Pt+2]. Drug 2: C1CNP(=O)(OC1)N(CCCl)CCCl. Cell line: NCIH23. Synergy scores: CSS=39.3, Synergy_ZIP=0.712, Synergy_Bliss=2.22, Synergy_Loewe=-33.9, Synergy_HSA=1.53. (2) Drug 1: CCCCCOC(=O)NC1=NC(=O)N(C=C1F)C2C(C(C(O2)C)O)O. Drug 2: C1CN(CCN1C(=O)CCBr)C(=O)CCBr. Cell line: ACHN. Synergy scores: CSS=33.7, Synergy_ZIP=1.94, Synergy_Bliss=1.31, Synergy_Loewe=-24.1, Synergy_HSA=-3.45. (3) Drug 1: CC(CN1CC(=O)NC(=O)C1)N2CC(=O)NC(=O)C2. Drug 2: C1=NC(=NC(=O)N1C2C(C(C(O2)CO)O)O)N. Cell line: BT-549. Synergy scores: CSS=15.6, Synergy_ZIP=-3.99, Synergy_Bliss=2.03, Synergy_Loewe=0.382, Synergy_HSA=3.27. (4) Drug 1: C1CN1P(=S)(N2CC2)N3CC3. Drug 2: C1CCC(C(C1)N)N.C(=O)(C(=O)[O-])[O-].[Pt+4]. Cell line: A498. Synergy scores: CSS=26.4, Synergy_ZIP=-3.98, Synergy_Bliss=1.08, Synergy_Loewe=-7.40, Synergy_HSA=2.63. (5) Drug 1: CS(=O)(=O)C1=CC(=C(C=C1)C(=O)NC2=CC(=C(C=C2)Cl)C3=CC=CC=N3)Cl. Drug 2: C1CCC(C1)C(CC#N)N2C=C(C=N2)C3=C4C=CNC4=NC=N3. Cell line: OVCAR-5. Synergy scores: CSS=12.3, Synergy_ZIP=1.00, Synergy_Bliss=4.44, Synergy_Loewe=-1.75, Synergy_HSA=0.0850.